This data is from Full USPTO retrosynthesis dataset with 1.9M reactions from patents (1976-2016). The task is: Predict the reactants needed to synthesize the given product. Given the product [CH3:29][N:16]([C:13]1[CH:14]=[CH:15][C:10]([C:7]2[CH:6]=[CH:5][C:4]([N+:1]([O-:3])=[O:2])=[CH:9][CH:8]=2)=[CH:11][CH:12]=1)[C:17]([C@@H:19]1[CH2:23][CH2:22][CH2:21][C@H:20]1[C:24]([OH:26])=[O:25])=[O:18], predict the reactants needed to synthesize it. The reactants are: [N+:1]([C:4]1[CH:9]=[CH:8][C:7]([C:10]2[CH:15]=[CH:14][C:13]([NH:16][C:17]([C@@H:19]3[CH2:23][CH2:22][CH2:21][C@H:20]3[C:24]([OH:26])=[O:25])=[O:18])=[CH:12][CH:11]=2)=[CH:6][CH:5]=1)([O-:3])=[O:2].[H-].[Na+].[CH3:29]I.O.